This data is from Peptide-MHC class I binding affinity with 185,985 pairs from IEDB/IMGT. The task is: Regression. Given a peptide amino acid sequence and an MHC pseudo amino acid sequence, predict their binding affinity value. This is MHC class I binding data. (1) The peptide sequence is RQAGVQYSR. The MHC is HLA-A02:06 with pseudo-sequence HLA-A02:06. The binding affinity (normalized) is 0.0801. (2) The peptide sequence is RQKLKDAEK. The MHC is HLA-B46:01 with pseudo-sequence HLA-B46:01. The binding affinity (normalized) is 0.0847.